From a dataset of Catalyst prediction with 721,799 reactions and 888 catalyst types from USPTO. Predict which catalyst facilitates the given reaction. Reactant: [F:1][C:2]1[CH:3]=[C:4]([CH:39]=[C:40]([F:42])[CH:41]=1)[CH2:5][N:6]([CH2:29][CH:30]([C:32]1[C:36]([CH3:37])=[CH:35][S:34][C:33]=1[CH3:38])[OH:31])[C:7]([C:9]1[CH:10]=[N:11][N:12]([C@H:18]2[CH2:23][CH2:22][C@H:21]([C:24]([O:26][CH2:27][CH3:28])=[O:25])[CH2:20][CH2:19]2)[C:13]=1[C:14]([F:17])([F:16])[F:15])=[O:8].CC(OI1(OC(C)=O)(OC(C)=O)OC(=O)C2C=CC=CC1=2)=O. Product: [F:42][C:40]1[CH:39]=[C:4]([CH:3]=[C:2]([F:1])[CH:41]=1)[CH2:5][N:6]([CH2:29][C:30]([C:32]1[C:36]([CH3:37])=[CH:35][S:34][C:33]=1[CH3:38])=[O:31])[C:7]([C:9]1[CH:10]=[N:11][N:12]([C@H:18]2[CH2:19][CH2:20][C@H:21]([C:24]([O:26][CH2:27][CH3:28])=[O:25])[CH2:22][CH2:23]2)[C:13]=1[C:14]([F:15])([F:17])[F:16])=[O:8]. The catalyst class is: 2.